From a dataset of Reaction yield outcomes from USPTO patents with 853,638 reactions. Predict the reaction yield, written as a fraction of the theoretical maximum amount of product (1.0 means a 100% yield; for example, 0.34 means a 34% yield). The catalyst is CN(C=O)C.CCOC(C)=O. The yield is 0.940. The reactants are Cl[C:2]1[C:3]2[N:4]([CH:10]=[C:11]([N+:13]([O-:15])=[O:14])[CH:12]=2)[N:5]=[CH:6][C:7]=1[C:8]#[N:9].Cl.[CH3:17][C@H:18]1[CH2:23][CH2:22][CH2:21][CH2:20][C@H:19]1[NH2:24]. The product is [CH3:17][C@H:18]1[CH2:23][CH2:22][CH2:21][CH2:20][C@H:19]1[NH:24][C:2]1[C:3]2[N:4]([CH:10]=[C:11]([N+:13]([O-:15])=[O:14])[CH:12]=2)[N:5]=[CH:6][C:7]=1[C:8]#[N:9].